The task is: Predict the reactants needed to synthesize the given product.. This data is from Full USPTO retrosynthesis dataset with 1.9M reactions from patents (1976-2016). (1) Given the product [ClH:12].[ClH:12].[N:1]1[C:6]2[NH:7][CH:8]=[CH:9][C:5]=2[C:4]([CH2:10][NH2:11])=[N:3][CH:2]=1, predict the reactants needed to synthesize it. The reactants are: [N:1]1[C:6]2[NH:7][CH:8]=[CH:9][C:5]=2[C:4]([C:10]#[N:11])=[N:3][CH:2]=1.[ClH:12]. (2) Given the product [C:2]1([C:1]([C:9]2[CH:10]=[N:11][CH:12]=[CH:13][CH:14]=2)=[CH:23][C:24]#[N:25])[CH:7]=[CH:6][CH:5]=[CH:4][CH:3]=1, predict the reactants needed to synthesize it. The reactants are: [C:1]([C:9]1[CH:10]=[N:11][CH:12]=[CH:13][CH:14]=1)(=O)[C:2]1[CH:7]=[CH:6][CH:5]=[CH:4][CH:3]=1.C(OP([CH2:23][C:24]#[N:25])(=O)OCC)C.CC[O-].[Na+].[H-].[Na+].[NH4+].[Cl-]. (3) Given the product [NH2:15][C:16]1[CH:25]=[CH:24][C:23]2[C:18](=[CH:19][CH:20]=[CH:21][C:22]=2[O:26][CH:13]([CH3:29])[C:3]2[N:4]=[C:5]([C:7]3[CH:8]=[CH:9][CH:10]=[CH:11][CH:12]=3)[O:6][CH:2]=2)[CH:17]=1, predict the reactants needed to synthesize it. The reactants are: C[C:2]1[O:6][C:5]([C:7]2[CH:12]=[CH:11][CH:10]=[CH:9][CH:8]=2)=[N:4][C:3]=1[CH2:13]Cl.[NH2:15][C:16]1[CH:25]=[CH:24][C:23]2[C:22]([OH:26])=[CH:21][CH:20]=[CH:19][C:18]=2[CH:17]=1.[H-].[Na+].[CH3:29]N(C)C=O. (4) Given the product [CH2:1]([O:3][C:4]([C:6]1[CH:7]=[N:8][C:9]2[N:10]([N:13]=[CH:14][C:15]=2[C:16]2[CH:21]=[CH:20][CH:19]=[C:18]([Cl:22])[CH:17]=2)[C:11]=1[Cl:34])=[O:5])[CH3:2], predict the reactants needed to synthesize it. The reactants are: [CH2:1]([O:3][C:4]([C:6]1[C:11](=O)[N:10]2[N:13]=[CH:14][C:15]([C:16]3[CH:21]=[CH:20][CH:19]=[C:18]([Cl:22])[CH:17]=3)=[C:9]2[NH:8][CH:7]=1)=[O:5])[CH3:2].C(OC(C1C=C([Cl:34])N2N=CC=C2N=1)=O)C. (5) The reactants are: [CH3:1][O:2][C:3]1[CH:4]=[C:5]([C:11]2[CH:16]=[C:15]([N:17]3[CH2:21][CH2:20][CH2:19][CH2:18]3)[N:14]=[C:13](/[CH:22]=[CH:23]/[C:24]3[N:33]=[C:32]([N:34]([CH3:36])[CH3:35])[C:31]4[C:26](=[CH:27][CH:28]=[CH:29][CH:30]=4)[N:25]=3)[N:12]=2)[CH:6]=[CH:7][C:8]=1[O:9][CH3:10].[ClH:37].C(OCC)(=O)C. Given the product [ClH:37].[ClH:37].[CH3:1][O:2][C:3]1[CH:4]=[C:5]([C:11]2[CH:16]=[C:15]([N:17]3[CH2:21][CH2:20][CH2:19][CH2:18]3)[N:14]=[C:13](/[CH:22]=[CH:23]/[C:24]3[N:33]=[C:32]([N:34]([CH3:36])[CH3:35])[C:31]4[C:26](=[CH:27][CH:28]=[CH:29][CH:30]=4)[N:25]=3)[N:12]=2)[CH:6]=[CH:7][C:8]=1[O:9][CH3:10], predict the reactants needed to synthesize it. (6) Given the product [CH3:1][O:2][C:3]([C:5]1[N:6]=[C:7]([CH:10]([CH3:12])[CH3:11])[S:8][CH:9]=1)=[O:4], predict the reactants needed to synthesize it. The reactants are: [CH3:1][O:2][C:3]([CH:5]1[CH2:9][S:8][CH:7]([CH:10]([CH3:12])[CH3:11])[NH:6]1)=[O:4].